Dataset: Catalyst prediction with 721,799 reactions and 888 catalyst types from USPTO. Task: Predict which catalyst facilitates the given reaction. (1) Reactant: [CH3:1][C:2]1([CH3:23])[CH2:7][C:6]([CH3:9])([CH3:8])[CH2:5][C:4]([C:10]2[CH:15]=[CH:14][CH:13]=[CH:12][C:11]=2[NH:16][C:17](=[O:22])[C:18]([CH3:21])([CH3:20])[CH3:19])=[CH:3]1. Product: [CH3:1][C:2]1([CH3:23])[CH2:7][C:6]([CH3:8])([CH3:9])[CH2:5][CH:4]([C:10]2[CH:15]=[CH:14][CH:13]=[CH:12][C:11]=2[NH:16][C:17](=[O:22])[C:18]([CH3:21])([CH3:20])[CH3:19])[CH2:3]1. The catalyst class is: 29. (2) Reactant: [NH2:1][C:2]1[C:7](F)=[CH:6][C:5](Br)=[CH:4][C:3]=1[CH2:10]O.[NH2:12][C:13](N)=[O:14]. Product: [OH:14][C:13]1[N:12]=[CH:10][C:3]2[C:2](=[CH:7][CH:6]=[CH:5][CH:4]=2)[N:1]=1. The catalyst class is: 6. (3) Reactant: [NH2:1][C:2]1[CH:3]=[C:4]([CH:8]=[C:9](Br)[CH:10]=1)[C:5]([OH:7])=[O:6].[CH3:12][O:13][C:14]1[C:19]([O:20][CH3:21])=[C:18](B(O)O)[CH:17]=[CH:16][N:15]=1.C(=O)([O-])[O-].[K+].[K+]. Product: [NH2:1][C:2]1[CH:3]=[C:4]([CH:8]=[C:9]([C:18]2[CH:17]=[CH:16][N:15]=[C:14]([O:13][CH3:12])[C:19]=2[O:20][CH3:21])[CH:10]=1)[C:5]([OH:7])=[O:6]. The catalyst class is: 70. (4) Reactant: Cl[C:2]1[C:11]2[C:6](=[CH:7][C:8]([O:19][C:20]([CH3:22])=[O:21])=[C:9]([O:12][CH2:13][CH:14]3[CH2:18][CH2:17][CH2:16][CH2:15]3)[CH:10]=2)[N:5]=[CH:4][N:3]=1.[Cl:23][C:24]1[CH:25]=[C:26]([CH:28]=[CH:29][C:30]=1[F:31])[NH2:27]. Product: [Cl:23][C:24]1[CH:25]=[C:26]([NH:27][C:2]2[C:11]3[C:6](=[CH:7][C:8]([O:19][C:20]([CH3:22])=[O:21])=[C:9]([O:12][CH2:13][CH:14]4[CH2:18][CH2:17][CH2:16][CH2:15]4)[CH:10]=3)[N:5]=[CH:4][N:3]=2)[CH:28]=[CH:29][C:30]=1[F:31]. The catalyst class is: 32. (5) Reactant: [NH2:1][C:2]1[N:7]=[C:6](S(C)=O)[C:5]([C:11]#[N:12])=[C:4]([C:13]2[S:14][CH:15]=[CH:16][CH:17]=2)[N:3]=1.[CH2:18]([NH2:25])[C:19]1[CH:24]=[CH:23][CH:22]=[CH:21][CH:20]=1. Product: [NH2:1][C:2]1[N:7]=[C:6]([NH:25][CH2:18][C:19]2[CH:24]=[CH:23][CH:22]=[CH:21][CH:20]=2)[C:5]([C:11]#[N:12])=[C:4]([C:13]2[S:14][CH:15]=[CH:16][CH:17]=2)[N:3]=1. The catalyst class is: 12. (6) Reactant: [CH:1]([O:4][CH2:5][CH2:6][NH:7][C:8](=O)[CH:9]([CH3:11])[CH3:10])([CH3:3])[CH3:2].[H-].[H-].[H-].[H-].[Li+].[Al+3]. Product: [CH:1]([O:4][CH2:5][CH2:6][NH:7][CH2:8][CH:9]([CH3:11])[CH3:10])([CH3:3])[CH3:2]. The catalyst class is: 1. (7) Reactant: [C:1]1([CH3:8])[CH:6]=[CH:5][C:4](Br)=[CH:3][CH:2]=1.[Br-].[CH3:10][O:11][C:12]1[CH:17]=[CH:16][C:15]([NH2:18])=[CH:14][CH:13]=1.CC(C)([O-])C.[Na+].C1(C(C2C=CC=CC=2)=C(P(C2CCCCC2)C2CCCCC2)C)C=CC=CC=1.[Cl-].[NH4+]. Product: [CH3:10][O:11][C:12]1[CH:17]=[CH:16][C:15]([NH:18][C:4]2[CH:5]=[CH:6][C:1]([CH3:8])=[CH:2][CH:3]=2)=[CH:14][CH:13]=1. The catalyst class is: 11.